From a dataset of Reaction yield outcomes from USPTO patents with 853,638 reactions. Predict the reaction yield, written as a fraction of the theoretical maximum amount of product (1.0 means a 100% yield; for example, 0.34 means a 34% yield). The reactants are [F:1][C:2]([F:11])([F:10])[C:3]1[CH:4]=[C:5]([SH:9])[CH:6]=[CH:7][CH:8]=1.C([O-])([O-])=O.[K+].[K+].CS(O[CH:23]1[CH2:28][CH2:27][O:26][CH:25]([C:29]2[CH:30]=[N:31][C:32]([Br:35])=[CH:33][CH:34]=2)[CH2:24]1)(=O)=O. The catalyst is CN(C=O)C. The product is [Br:35][C:32]1[CH:33]=[CH:34][C:29]([CH:25]2[CH2:24][CH:23]([S:9][C:5]3[CH:6]=[CH:7][CH:8]=[C:3]([C:2]([F:1])([F:10])[F:11])[CH:4]=3)[CH2:28][CH2:27][O:26]2)=[CH:30][N:31]=1. The yield is 0.900.